This data is from Forward reaction prediction with 1.9M reactions from USPTO patents (1976-2016). The task is: Predict the product of the given reaction. (1) Given the reactants Cl[C:2]1[N:7]=[CH:6][N:5]=[C:4]([N:8]2[CH2:13][CH2:12][N:11]([C:14]([O:16][C:17]([CH3:20])([CH3:19])[CH3:18])=[O:15])[CH2:10][CH2:9]2)[CH:3]=1.[F:21][C:22]1[CH:27]=[C:26]([F:28])[CH:25]=[CH:24][C:23]=1OB(O)O.C(=O)([O-])[O-].[Na+].[Na+].C1(C)C=CC=CC=1, predict the reaction product. The product is: [F:21][C:22]1[CH:27]=[C:26]([F:28])[CH:25]=[CH:24][C:23]=1[C:2]1[N:7]=[CH:6][N:5]=[C:4]([N:8]2[CH2:13][CH2:12][N:11]([C:14]([O:16][C:17]([CH3:20])([CH3:19])[CH3:18])=[O:15])[CH2:10][CH2:9]2)[CH:3]=1. (2) Given the reactants [CH3:1][O:2][CH2:3][O:4][C:5]1[CH:6]=[C:7]([CH:11]=[CH:12][C:13]=1[O:14][CH3:15])[C:8]([OH:10])=O.CCN=C=NCCCN(C)C.C1C=C2N=NN(O)C2=CC=1.O.[C:38]([NH2:47])([C:41]1[CH:46]=[CH:45][CH:44]=[CH:43][CH:42]=1)([CH3:40])[CH3:39], predict the reaction product. The product is: [CH3:1][O:2][CH2:3][O:4][C:5]1[CH:6]=[C:7]([CH:11]=[CH:12][C:13]=1[O:14][CH3:15])[C:8]([NH:47][C:38]([CH3:40])([C:41]1[CH:46]=[CH:45][CH:44]=[CH:43][CH:42]=1)[CH3:39])=[O:10]. (3) Given the reactants C(OC([N:8]1[CH2:13][CH2:12][C@@H:11]([C:14]2[CH:15]=[C:16]3[C:25](=[CH:26][C:27]=2[C:28]2[C:33]([F:34])=[CH:32][CH:31]=[CH:30][C:29]=2[F:35])[O:24][CH2:23][C:22]2[N:17]3[C@H:18]([CH3:37])[C:19](=[O:36])[NH:20][N:21]=2)[C@@H:10]([CH3:38])[CH2:9]1)=O)(C)(C)C.[ClH:39], predict the reaction product. The product is: [ClH:39].[F:34][C:33]1[CH:32]=[CH:31][CH:30]=[C:29]([F:35])[C:28]=1[C:27]1[CH:26]=[C:25]2[C:16]([N:17]3[C:22]([CH2:23][O:24]2)=[N:21][NH:20][C:19](=[O:36])[C@H:18]3[CH3:37])=[CH:15][C:14]=1[C@@H:11]1[CH2:12][CH2:13][NH:8][CH2:9][C@@H:10]1[CH3:38]. (4) Given the reactants [Br:1][C:2]1[CH:3]=[C:4]([CH:9]=[C:10]([N+:14]([O-])=O)[C:11]=1[NH:12][CH3:13])[C:5]([O:7][CH3:8])=[O:6], predict the reaction product. The product is: [NH2:14][C:10]1[CH:9]=[C:4]([CH:3]=[C:2]([Br:1])[C:11]=1[NH:12][CH3:13])[C:5]([O:7][CH3:8])=[O:6].